This data is from Catalyst prediction with 721,799 reactions and 888 catalyst types from USPTO. The task is: Predict which catalyst facilitates the given reaction. (1) Reactant: [F:1][C:2]1[CH:7]=[C:6](B2OC(C)(C)C(C)(C)O2)[CH:5]=[CH:4][C:3]=1[C:17]([N:19]1[CH2:24][CH2:23][N:22]([C:25]([O:27][C:28]([CH3:31])([CH3:30])[CH3:29])=[O:26])[CH2:21][CH2:20]1)=[O:18].Cl[C:33]1[O:34][C:35]2[CH:41]=[C:40]([F:42])[CH:39]=[CH:38][C:36]=2[N:37]=1.C(=O)([O-])[O-].[Na+].[Na+].C(O)C. Product: [F:1][C:2]1[CH:7]=[C:6]([C:33]2[O:34][C:35]3[CH:41]=[C:40]([F:42])[CH:39]=[CH:38][C:36]=3[N:37]=2)[CH:5]=[CH:4][C:3]=1[C:17]([N:19]1[CH2:24][CH2:23][N:22]([C:25]([O:27][C:28]([CH3:30])([CH3:31])[CH3:29])=[O:26])[CH2:21][CH2:20]1)=[O:18]. The catalyst class is: 398. (2) Reactant: FC(F)(F)C(O)=O.[NH:8]1[CH2:12][CH2:11][CH2:10][CH:9]1[C:13]1[C:22]2[C:17](=[CH:18][C:19]([S:23]([O:26]C3C(F)=C(F)C(F)=C(F)C=3F)(=[O:25])=O)=[CH:20][CH:21]=2)[CH:16]=[CH:15][N:14]=1.[CH3:38][O:39][C:40]1[CH:52]=[C:51]([O:53][CH3:54])[CH:50]=[CH:49][C:41]=1[CH2:42][NH:43][C:44]1[S:45][CH:46]=[CH:47][N:48]=1.C[Si]([N-][Si](C)(C)C)(C)C.[Li+]. Product: [CH3:38][O:39][C:40]1[CH:52]=[C:51]([O:53][CH3:54])[CH:50]=[CH:49][C:41]=1[CH2:42][N:43]([C:44]1[S:45][CH:46]=[CH:47][N:48]=1)[S:23]([C:19]1[CH:18]=[C:17]2[C:22](=[CH:21][CH:20]=1)[C:13]([CH:9]1[CH2:10][CH2:11][CH2:12][NH:8]1)=[N:14][CH:15]=[CH:16]2)(=[O:25])=[O:26]. The catalyst class is: 7. (3) Reactant: [C:1]1([C:26]2[CH:31]=[CH:30][CH:29]=[CH:28][CH:27]=2)[CH:6]=[CH:5][C:4]([O:7][CH2:8][CH2:9][CH2:10][C:11]#[C:12][C:13]2[CH:18]=[CH:17][C:16]([CH2:19][C@H:20]([O:24][CH3:25])[C:21]([OH:23])=[O:22])=[CH:15][CH:14]=2)=[CH:3][CH:2]=1.[H][H]. Product: [C:1]1([C:26]2[CH:27]=[CH:28][CH:29]=[CH:30][CH:31]=2)[CH:2]=[CH:3][C:4]([O:7][CH2:8][CH2:9][CH2:10][CH2:11][CH2:12][C:13]2[CH:18]=[CH:17][C:16]([CH2:19][C@H:20]([O:24][CH3:25])[C:21]([OH:23])=[O:22])=[CH:15][CH:14]=2)=[CH:5][CH:6]=1. The catalyst class is: 19.